Dataset: NCI-60 drug combinations with 297,098 pairs across 59 cell lines. Task: Regression. Given two drug SMILES strings and cell line genomic features, predict the synergy score measuring deviation from expected non-interaction effect. (1) Drug 1: CCC1=CC2CC(C3=C(CN(C2)C1)C4=CC=CC=C4N3)(C5=C(C=C6C(=C5)C78CCN9C7C(C=CC9)(C(C(C8N6C)(C(=O)OC)O)OC(=O)C)CC)OC)C(=O)OC.C(C(C(=O)O)O)(C(=O)O)O. Drug 2: CC(C)NC(=O)C1=CC=C(C=C1)CNNC.Cl. Cell line: SW-620. Synergy scores: CSS=41.2, Synergy_ZIP=-1.42, Synergy_Bliss=-2.09, Synergy_Loewe=-11.5, Synergy_HSA=-3.60. (2) Cell line: 786-0. Drug 1: C1CCC(C1)C(CC#N)N2C=C(C=N2)C3=C4C=CNC4=NC=N3. Synergy scores: CSS=-1.68, Synergy_ZIP=-1.47, Synergy_Bliss=-2.67, Synergy_Loewe=-4.82, Synergy_HSA=-2.66. Drug 2: N.N.Cl[Pt+2]Cl. (3) Drug 1: CC12CCC3C(C1CCC2=O)CC(=C)C4=CC(=O)C=CC34C. Drug 2: C1=C(C(=O)NC(=O)N1)N(CCCl)CCCl. Cell line: ACHN. Synergy scores: CSS=64.4, Synergy_ZIP=-0.472, Synergy_Bliss=-1.29, Synergy_Loewe=-7.74, Synergy_HSA=2.35. (4) Drug 1: CC1C(C(CC(O1)OC2CC(OC(C2O)C)OC3=CC4=CC5=C(C(=O)C(C(C5)C(C(=O)C(C(C)O)O)OC)OC6CC(C(C(O6)C)O)OC7CC(C(C(O7)C)O)OC8CC(C(C(O8)C)O)(C)O)C(=C4C(=C3C)O)O)O)O. Drug 2: C1=CC=C(C(=C1)C(C2=CC=C(C=C2)Cl)C(Cl)Cl)Cl. Cell line: CAKI-1. Synergy scores: CSS=27.9, Synergy_ZIP=14.4, Synergy_Bliss=8.67, Synergy_Loewe=-27.1, Synergy_HSA=5.84. (5) Cell line: 786-0. Drug 2: CNC(=O)C1=CC=CC=C1SC2=CC3=C(C=C2)C(=NN3)C=CC4=CC=CC=N4. Drug 1: CC1=C(C=C(C=C1)NC2=NC=CC(=N2)N(C)C3=CC4=NN(C(=C4C=C3)C)C)S(=O)(=O)N.Cl. Synergy scores: CSS=3.20, Synergy_ZIP=1.34, Synergy_Bliss=3.08, Synergy_Loewe=1.99, Synergy_HSA=2.38. (6) Drug 1: CC1=C(C(=CC=C1)Cl)NC(=O)C2=CN=C(S2)NC3=CC(=NC(=N3)C)N4CCN(CC4)CCO. Drug 2: CN(C(=O)NC(C=O)C(C(C(CO)O)O)O)N=O. Cell line: SK-MEL-5. Synergy scores: CSS=6.27, Synergy_ZIP=0.161, Synergy_Bliss=6.18, Synergy_Loewe=3.13, Synergy_HSA=3.04.